Dataset: Reaction yield outcomes from USPTO patents with 853,638 reactions. Task: Predict the reaction yield, written as a fraction of the theoretical maximum amount of product (1.0 means a 100% yield; for example, 0.34 means a 34% yield). (1) The reactants are C([O:3][C:4]([C:6]1[C:7]([C:12]2[CH:17]=[C:16]([F:18])[CH:15]=[CH:14][C:13]=2[F:19])=[N:8][O:9][C:10]=1[CH3:11])=O)C.C(OC(C1C(C2C=CC=CC=2F)=NOC=1C)=O)C. No catalyst specified. The product is [F:19][C:13]1[CH:14]=[CH:15][C:16]([F:18])=[CH:17][C:12]=1[C:7]1[C:6]([CH2:4][OH:3])=[C:10]([CH3:11])[O:9][N:8]=1. The yield is 0.210. (2) The reactants are [ClH:1].[CH2:2]([O:9][NH2:10])[C:3]1[CH:8]=[CH:7][CH:6]=[CH:5][CH:4]=1.C(=O)([O-])[O-].[K+].[K+].[CH:17](=O)[C:18]1[CH:23]=[CH:22][CH:21]=[CH:20][CH:19]=1.C[SiH](C)C1C=CC=CC=1.[Ar].FC(F)(F)C(O)=O. The catalyst is C(O)C.O. The product is [ClH:1].[CH2:2]([O:9][NH:10][CH2:17][C:18]1[CH:23]=[CH:22][CH:21]=[CH:20][CH:19]=1)[C:3]1[CH:8]=[CH:7][CH:6]=[CH:5][CH:4]=1. The yield is 0.480. (3) The reactants are [CH:1]1([C:7]2[CH:31]=[CH:30][CH:29]=[C:28]3[C:8]=2[CH:9]=[C:10]2[C:16]4[CH:17]=[C:18]([C:21](O)=[O:22])[CH:19]=[CH:20][C:15]=4[N:14]4[CH2:24][C:25]([CH3:27])=[N:26][C:13]4=[CH:12][N:11]23)[CH2:6][CH2:5][CH2:4][CH2:3][CH2:2]1.[CH3:32][N:33]([CH3:38])[S:34]([NH2:37])(=[O:36])=[O:35].CCN=C=NCCCN(C)C.Cl. The catalyst is CN(C=O)C.CN(C1C=CN=CC=1)C.CS(C)=O.CO. The product is [CH:1]1([C:7]2[CH:31]=[CH:30][CH:29]=[C:28]3[C:8]=2[CH:9]=[C:10]2[C:16]4[CH:17]=[C:18]([C:21]([NH:37][S:34]([N:33]([CH3:38])[CH3:32])(=[O:36])=[O:35])=[O:22])[CH:19]=[CH:20][C:15]=4[N:14]4[CH2:24][C:25]([CH3:27])=[N:26][C:13]4=[CH:12][N:11]23)[CH2:2][CH2:3][CH2:4][CH2:5][CH2:6]1. The yield is 0.440. (4) The reactants are [C:1]([O:5][C:6]([N:8]1[CH2:13][CH2:12][CH2:11][C:10](=O)[CH2:9]1)=[O:7])([CH3:4])([CH3:3])[CH3:2].CC1C=CC(S(O)(=O)=O)=CC=1.[CH:26]1([O:31][C:32](=[O:39])[C@@H:33]([NH2:38])[CH2:34][CH:35]([CH3:37])[CH3:36])[CH2:30][CH2:29][CH2:28][CH2:27]1.C(O[BH-](OC(=O)C)OC(=O)C)(=O)C.[Na+].C(=O)([O-])O.[Na+]. The catalyst is ClC(Cl)C. The product is [C:1]([O:5][C:6]([N:8]1[CH2:13][CH2:12][CH2:11][CH:10]([NH:38][C@H:33]([C:32]([O:31][CH:26]2[CH2:27][CH2:28][CH2:29][CH2:30]2)=[O:39])[CH2:34][CH:35]([CH3:37])[CH3:36])[CH2:9]1)=[O:7])([CH3:4])([CH3:3])[CH3:2]. The yield is 0.950. (5) The reactants are [Cl:1][C:2]1[CH:3]=[C:4]([C:9]([C:12]2[N:16]([C:17]3[CH:22]=[CH:21][C:20]([F:23])=[CH:19][CH:18]=3)[C:15]([CH2:24][O:25][CH:26]3[CH2:31][CH2:30][N:29]([C:32]#[N:33])[CH2:28][CH2:27]3)=[N:14][CH:13]=2)([CH3:11])[CH3:10])[CH:5]=[CH:6][C:7]=1[Cl:8].[N-:34]=[N+:35]=[N-:36].[Na+].[NH4+].[Cl-]. The catalyst is CN(C=O)C. The product is [Cl:1][C:2]1[CH:3]=[C:4]([C:9]([C:12]2[N:16]([C:17]3[CH:18]=[CH:19][C:20]([F:23])=[CH:21][CH:22]=3)[C:15]([CH2:24][O:25][CH:26]3[CH2:31][CH2:30][N:29]([C:32]4[NH:36][N:35]=[N:34][N:33]=4)[CH2:28][CH2:27]3)=[N:14][CH:13]=2)([CH3:10])[CH3:11])[CH:5]=[CH:6][C:7]=1[Cl:8]. The yield is 0.470.